The task is: Predict the reactants needed to synthesize the given product.. This data is from Full USPTO retrosynthesis dataset with 1.9M reactions from patents (1976-2016). (1) Given the product [C:5]([C:4]1[CH:3]=[C:2]([CH:15]=[CH:14][CH:13]=1)[CH:33]=[CH:32][C:31]([O:35][CH3:36])=[O:34])(=[O:6])[C:7]1[CH:8]=[CH:9][CH:10]=[CH:11][CH:12]=1, predict the reactants needed to synthesize it. The reactants are: Br[C:2]1[CH:3]=[C:4]([CH:13]=[CH:14][CH:15]=1)[C:5]([C:7]1[CH:12]=[CH:11][CH:10]=[CH:9][CH:8]=1)=[O:6].C1(C)C=CC=CC=1P.C(N(CC)CC)C.[C:31]([O:35][CH3:36])(=[O:34])[CH:32]=[CH2:33]. (2) The reactants are: [CH:1]([C@@H:4]1[CH2:15][CH2:14][C@@H:13]([CH3:16])[CH2:12][C@@:5]21[NH:9][C:8](=[O:10])[NH:7][C:6]2=[O:11])([CH3:3])[CH3:2].C(N(CC)CC)C.Br[CH2:25][C:26]([C:28]1[CH:33]=[CH:32][CH:31]=[CH:30][CH:29]=1)=[O:27]. Given the product [CH:1]([C@@H:4]1[CH2:15][CH2:14][C@@H:13]([CH3:16])[CH2:12][C@@:5]21[NH:9][C:8](=[O:10])[N:7]([CH2:25][C:26](=[O:27])[C:28]1[CH:33]=[CH:32][CH:31]=[CH:30][CH:29]=1)[C:6]2=[O:11])([CH3:3])[CH3:2], predict the reactants needed to synthesize it. (3) Given the product [Cl:1][C:2]1[CH:3]=[CH:4][C:5]([CH2:6][N:7]2[C:12](=[N:13][C:14]3[CH:19]=[CH:18][C:17]([O:20][CH:21]([CH3:23])[CH3:22])=[C:16]([F:24])[CH:15]=3)[NH:11][C:10](=[O:25])[N:9]([CH2:26][CH2:27][C:28]([NH:41][NH2:42])=[O:30])[C:8]2=[O:31])=[CH:32][CH:33]=1, predict the reactants needed to synthesize it. The reactants are: [Cl:1][C:2]1[CH:33]=[CH:32][C:5]([CH2:6][N:7]2[C:12](=[N:13][C:14]3[CH:19]=[CH:18][C:17]([O:20][CH:21]([CH3:23])[CH3:22])=[C:16]([F:24])[CH:15]=3)[NH:11][C:10](=[O:25])[N:9]([CH2:26][CH2:27][C:28]([OH:30])=O)[C:8]2=[O:31])=[CH:4][CH:3]=1.F[P-](F)(F)(F)(F)F.[N:41]1(OC(N(C)C)=[N+](C)C)C2N=CC=CC=2N=[N:42]1.C(N(CC)CC)C.O.NN. (4) Given the product [C:1]([Si:5]([CH3:8])([CH3:7])[O:9][C:10]1[CH:11]=[C:12]([CH:15]=[CH:16][CH:17]=1)[CH:13]=[O:14])([CH3:4])([CH3:3])[CH3:2], predict the reactants needed to synthesize it. The reactants are: [C:1]([Si:5]([CH3:8])([CH3:7])Cl)([CH3:4])([CH3:3])[CH3:2].[OH:9][C:10]1[CH:11]=[C:12]([CH:15]=[CH:16][CH:17]=1)[CH:13]=[O:14].N1C=CN=C1. (5) Given the product [I:11][CH:12]1[CH2:16][O:15][CH2:14][CH:13]1[O:17][CH2:18][CH2:19][CH:20]=[O:21], predict the reactants needed to synthesize it. The reactants are: C(Cl)(=O)C(Cl)=O.CS(C)=O.[I:11][CH:12]1[CH2:16][O:15][CH2:14][CH:13]1[O:17][CH2:18][CH2:19][CH2:20][OH:21].CCN(CC)CC.P([O-])([O-])([O-])=O. (6) Given the product [NH2:25][C:18]1[N:19]=[CH:20][C:21]2[C:16]([CH:17]=1)=[C:15]([NH:14][C:13]([NH:12][C@H:10]1[C:9]3[C:4](=[CH:5][C:6]([C:30]([F:33])([F:31])[F:32])=[CH:7][CH:8]=3)[O:3][C:2]([CH3:34])([CH3:1])[CH2:11]1)=[O:29])[CH:24]=[CH:23][CH:22]=2, predict the reactants needed to synthesize it. The reactants are: [CH3:1][C:2]1([CH3:34])[CH2:11][C@@H:10]([NH:12][C:13](=[O:29])[NH:14][C:15]2[CH:24]=[CH:23][CH:22]=[C:21]3[C:16]=2[CH:17]=[C:18]([NH:25]C(=O)C)[N:19]=[CH:20]3)[C:9]2[C:4](=[CH:5][C:6]([C:30]([F:33])([F:32])[F:31])=[CH:7][CH:8]=2)[O:3]1.[OH-].[Na+].